This data is from Full USPTO retrosynthesis dataset with 1.9M reactions from patents (1976-2016). The task is: Predict the reactants needed to synthesize the given product. (1) Given the product [OH:5][CH:33]1[CH2:32][N:31]([CH2:35][CH2:36][CH2:37][CH2:38][CH2:39][CH2:40][C:41]([O:43][CH2:44][CH3:45])=[O:42])[C:21]2=[N:22][C:23]([C:24]3[CH:29]=[CH:28][C:27]([CH3:30])=[CH:26][CH:25]=3)=[C:18]([C:15]3[CH:14]=[CH:13][C:12]([CH3:46])=[CH:17][CH:16]=3)[N:19]=[C:20]2[CH2:34]1, predict the reactants needed to synthesize it. The reactants are: B.C1C[O:5]CC1.C1COCC1.[C:12]1([CH3:46])[CH:17]=[CH:16][C:15]([C:18]2[N:19]=[C:20]3[CH:34]=[CH:33][CH2:32][N:31]([CH2:35][CH2:36][CH2:37][CH2:38][CH2:39][CH2:40][C:41]([O:43][CH2:44][CH3:45])=[O:42])[C:21]3=[N:22][C:23]=2[C:24]2[CH:29]=[CH:28][C:27]([CH3:30])=[CH:26][CH:25]=2)=[CH:14][CH:13]=1.OO.[OH-].[Na+]. (2) Given the product [CH3:37][CH:32]1[CH2:33][CH:34]([CH3:36])[CH2:35][N:30]([S:27]([C:18]2[CH:19]=[CH:20][C:21]3[N:22]([CH3:26])[C:23]4[C:14](=[CH:13][C:12]([S:9]([N:4]5[CH2:5][CH:6]([CH3:8])[CH2:7][CH:2]([CH3:1])[CH2:3]5)(=[O:11])=[O:10])=[CH:25][CH:24]=4)[C:15](=[N:40][OH:41])[C:16]=3[CH:17]=2)(=[O:28])=[O:29])[CH2:31]1, predict the reactants needed to synthesize it. The reactants are: [CH3:1][CH:2]1[CH2:7][CH:6]([CH3:8])[CH2:5][N:4]([S:9]([C:12]2[CH:25]=[CH:24][C:23]3[N:22]([CH3:26])[C:21]4[C:16](=[CH:17][C:18]([S:27]([N:30]5[CH2:35][CH:34]([CH3:36])[CH2:33][CH:32]([CH3:37])[CH2:31]5)(=[O:29])=[O:28])=[CH:19][CH:20]=4)[C:15](=S)[C:14]=3[CH:13]=2)(=[O:11])=[O:10])[CH2:3]1.Cl.[NH2:40][OH:41].